This data is from Catalyst prediction with 721,799 reactions and 888 catalyst types from USPTO. The task is: Predict which catalyst facilitates the given reaction. (1) Reactant: [NH2:1][C:2]1[CH:21]=[CH:20][C:5]([O:6][C:7]2[CH:8]=[C:9]([CH2:15][C:16]([O:18][CH3:19])=[O:17])[CH:10]=[CH:11][C:12]=2[O:13][CH3:14])=[C:4]([CH2:22][S:23][C:24]([CH3:27])([CH3:26])[CH3:25])[CH:3]=1.ClCCl.[C:31](Cl)(=[O:36])[C:32]([CH3:35])([CH3:34])[CH3:33]. Product: [C:24]([S:23][CH2:22][C:4]1[CH:3]=[C:2]([NH:1][C:31](=[O:36])[C:32]([CH3:35])([CH3:34])[CH3:33])[CH:21]=[CH:20][C:5]=1[O:6][C:7]1[CH:8]=[C:9]([CH2:15][C:16]([O:18][CH3:19])=[O:17])[CH:10]=[CH:11][C:12]=1[O:13][CH3:14])([CH3:27])([CH3:26])[CH3:25]. The catalyst class is: 66. (2) Reactant: [Cl:1][C:2]1[CH:14]=[CH:13][C:12]([CH2:15][CH2:16][O:17][CH3:18])=[CH:11][C:3]=1[C:4](OC(C)(C)C)=[O:5].[H-].[Al+3].[Li+].[H-].[H-].[H-]. Product: [Cl:1][C:2]1[CH:14]=[CH:13][C:12]([CH2:15][CH2:16][O:17][CH3:18])=[CH:11][C:3]=1[CH2:4][OH:5]. The catalyst class is: 1. (3) Reactant: [C:1]1([S:7]([C:10]2[CH:19]=[C:18]3[C:13]([CH2:14][CH2:15][C@H:16]([CH2:20][NH:21][CH3:22])[O:17]3)=[CH:12][CH:11]=2)(=[O:9])=[O:8])[CH:6]=[CH:5][CH:4]=[CH:3][CH:2]=1.C(N(CC)CC)C.BrC[C:32]([O:34][CH3:35])=[O:33]. Product: [CH3:35][O:34][C:32](=[O:33])[CH2:22][NH:21][CH2:20][C@H:16]1[CH2:15][CH2:14][C:13]2[C:18](=[CH:19][C:10]([S:7]([C:1]3[CH:2]=[CH:3][CH:4]=[CH:5][CH:6]=3)(=[O:9])=[O:8])=[CH:11][CH:12]=2)[O:17]1. The catalyst class is: 37. (4) Reactant: C([O:5][C:6]([N:8]1[CH2:14][C:13]2[CH:15]=[C:16]([C:19]3[CH:20]=[CH:21][C:22]([NH:26][CH2:27][CH2:28][N:29]4[CH2:33][CH2:32][CH2:31][CH2:30]4)=[N+:23]([O-])[CH:24]=3)[CH:17]=[CH:18][C:12]=2[O:11][CH2:10][CH2:9]1)=O)(C)(C)C.[CH2:34]([C:36]1[C:44]([F:45])=[C:43]([S:46]([CH3:49])(=[O:48])=[O:47])[CH:42]=[CH:41][C:37]=1C(O)=O)[CH3:35].CCN(C(C)C)C(C)C.CN(C(ON1N=NC2C=CC=NC1=2)=[N+](C)C)C.F[P-](F)(F)(F)(F)F. Product: [CH2:34]([C:36]1[C:44]([F:45])=[C:43]([S:46]([CH3:49])(=[O:48])=[O:47])[CH:42]=[CH:41][C:37]=1[C:6]([N:8]1[CH2:14][C:13]2[CH:15]=[C:16]([C:19]3[CH:20]=[CH:21][C:22]([NH:26][CH2:27][CH2:28][N:29]4[CH2:30][CH2:31][CH2:32][CH2:33]4)=[N:23][CH:24]=3)[CH:17]=[CH:18][C:12]=2[O:11][CH2:10][CH2:9]1)=[O:5])[CH3:35]. The catalyst class is: 3. (5) Reactant: [NH2:1][C:2]1[C:7]([C:8]#[N:9])=[C:6]([C:10]2[CH:11]=[N:12][N:13]([CH2:15][C:16](OC)=[O:17])[CH:14]=2)[C:5]([C:20]#[N:21])=[C:4]([S:22][CH2:23][C:24]2[N:25]=[C:26]([C:29]3[CH:34]=[CH:33][C:32]([Cl:35])=[CH:31][CH:30]=3)[S:27][CH:28]=2)[N:3]=1.[BH4-].[Na+].O. Product: [NH2:1][C:2]1[C:7]([C:8]#[N:9])=[C:6]([C:10]2[CH:11]=[N:12][N:13]([CH2:15][CH2:16][OH:17])[CH:14]=2)[C:5]([C:20]#[N:21])=[C:4]([S:22][CH2:23][C:24]2[N:25]=[C:26]([C:29]3[CH:30]=[CH:31][C:32]([Cl:35])=[CH:33][CH:34]=3)[S:27][CH:28]=2)[N:3]=1. The catalyst class is: 92. (6) Reactant: [Cl:1][C:2]1[C:7]([CH3:8])=[C:6]([C:9](N(C)C2C=CC=CC=2)=[O:10])[CH:5]=[CH:4][N:3]=1.[OH:19]S(O)(=O)=O.C([O-])([O-])=O.[Na+].[Na+]. Product: [Cl:1][C:2]1[C:7]([CH3:8])=[C:6]([C:9]([OH:10])=[O:19])[CH:5]=[CH:4][N:3]=1. The catalyst class is: 6.